This data is from Full USPTO retrosynthesis dataset with 1.9M reactions from patents (1976-2016). The task is: Predict the reactants needed to synthesize the given product. (1) Given the product [N+:17]([C:14]1[CH:13]=[CH:12][C:11]([CH:9]2[CH2:8][CH2:7][C:5](=[O:6])[CH2:4][CH2:10]2)=[CH:16][CH:15]=1)([O-:19])=[O:18], predict the reactants needed to synthesize it. The reactants are: CC1(C)[O:6][CH:5]2[CH2:7][CH2:8][CH:9]([C:11]3[CH:16]=[CH:15][C:14]([N+:17]([O-:19])=[O:18])=[CH:13][CH:12]=3)[CH2:10][CH:4]2O1.[H][H]. (2) Given the product [Cl:44][C:40]1[CH:41]=[C:42]([CH3:43])[C:34]2[N:33]=[C:15]([C:14]3[CH:18]=[CH:19][C:20]([C:22]([F:25])([F:24])[F:23])=[CH:21][C:13]=3[C:8]3[C:7]([Cl:6])=[CH:12][CH:11]=[CH:10][N:9]=3)[O:17][C:36](=[O:37])[C:35]=2[CH:39]=1, predict the reactants needed to synthesize it. The reactants are: CS(Cl)(=O)=O.[Cl:6][C:7]1[C:8]([C:13]2[CH:21]=[C:20]([C:22]([F:25])([F:24])[F:23])[CH:19]=[CH:18][C:14]=2[C:15]([OH:17])=O)=[N:9][CH:10]=[CH:11][CH:12]=1.C(N(CC)CC)C.[NH2:33][C:34]1[C:42]([CH3:43])=[CH:41][C:40]([Cl:44])=[CH:39][C:35]=1[C:36](O)=[O:37]. (3) Given the product [ClH:1].[Br:21][C:18]1[CH:19]=[CH:20][C:15]([NH:14][C@@H:12]2[CH2:13][NH:9][C@H:10]([CH2:25][OH:26])[CH2:11]2)=[C:16]([N+:22]([O-:24])=[O:23])[CH:17]=1, predict the reactants needed to synthesize it. The reactants are: [ClH:1].C(OC([N:9]1[CH2:13][C@@H:12]([NH:14][C:15]2[CH:20]=[CH:19][C:18]([Br:21])=[CH:17][C:16]=2[N+:22]([O-:24])=[O:23])[CH2:11][C@H:10]1[CH2:25][OH:26])=O)(C)(C)C.